This data is from Forward reaction prediction with 1.9M reactions from USPTO patents (1976-2016). The task is: Predict the product of the given reaction. (1) Given the reactants [CH2:1]([NH:3][C:4]1[C:5]2[C:14]([C:15]3[CH:20]=[CH:19][CH:18]=[CH:17][CH:16]=3)=[C:13]([C:21]3[CH:26]=[CH:25][C:24]([C:27]4([NH:31][C:32](=[O:38])[O:33][C:34]([CH3:37])([CH3:36])[CH3:35])[CH2:30][CH2:29][CH2:28]4)=[CH:23][CH:22]=3)[O:12][C:6]=2[N:7]=[C:8](SC)[N:9]=1)[CH3:2].O[O:40][S:41]([O-:43])=O.[K+].[CH3:45]COC(C)=O.C1CCCCC1, predict the reaction product. The product is: [CH2:1]([NH:3][C:4]1[C:5]2[C:14]([C:15]3[CH:20]=[CH:19][CH:18]=[CH:17][CH:16]=3)=[C:13]([C:21]3[CH:22]=[CH:23][C:24]([C:27]4([NH:31][C:32](=[O:38])[O:33][C:34]([CH3:35])([CH3:37])[CH3:36])[CH2:30][CH2:29][CH2:28]4)=[CH:25][CH:26]=3)[O:12][C:6]=2[N:7]=[C:8]([S:41]([CH3:45])(=[O:43])=[O:40])[N:9]=1)[CH3:2]. (2) Given the reactants [NH2:1][C:2]1[N:7]=[C:6]([N:8]2[CH:17]([CH3:18])[CH2:16][C:15]3[C:10](=[CH:11][C:12]([C:19]4[CH:24]=[CH:23][N:22]=[C:21]([C:25](O)=[O:26])[CH:20]=4)=[CH:13][CH:14]=3)[CH2:9]2)[CH:5]=[C:4]([N:28]2[CH2:33][CH2:32][N:31]([CH3:34])[CH2:30][CH2:29]2)[N:3]=1.[CH3:35][N:36]([CH3:41])[CH2:37][CH2:38][NH:39][CH3:40], predict the reaction product. The product is: [NH2:1][C:2]1[N:7]=[C:6]([N:8]2[CH:17]([CH3:18])[CH2:16][C:15]3[C:10](=[CH:11][C:12]([C:19]4[CH:24]=[CH:23][N:22]=[C:21]([C:25]([N:39]([CH2:38][CH2:37][N:36]([CH3:41])[CH3:35])[CH3:40])=[O:26])[CH:20]=4)=[CH:13][CH:14]=3)[CH2:9]2)[CH:5]=[C:4]([N:28]2[CH2:29][CH2:30][N:31]([CH3:34])[CH2:32][CH2:33]2)[N:3]=1. (3) Given the reactants [O:1]=[C:2]([CH:6]1[CH2:11][CH2:10][O:9][CH2:8][CH2:7]1)[C:3]([OH:5])=O.[C:12]([C:14]1[CH:20]=[CH:19][C:17]([NH2:18])=[CH:16][C:15]=1[C:21]([F:24])([F:23])[F:22])#[N:13].S(Cl)(Cl)=O, predict the reaction product. The product is: [C:12]([C:14]1[CH:20]=[CH:19][C:17]([NH:18][C:3](=[O:5])[C:2](=[O:1])[CH:6]2[CH2:11][CH2:10][O:9][CH2:8][CH2:7]2)=[CH:16][C:15]=1[C:21]([F:22])([F:23])[F:24])#[N:13]. (4) Given the reactants [Cl:1][C:2]1[N:7]=[C:6]([C:8]([O:10]C)=O)[CH:5]=[C:4]([NH:12][CH3:13])[N:3]=1.Cl.[CH3:15][NH:16][O:17][CH3:18].C([Mg]Cl)(C)C.[NH4+].[Cl-], predict the reaction product. The product is: [Cl:1][C:2]1[N:7]=[C:6]([C:8]([N:16]([O:17][CH3:18])[CH3:15])=[O:10])[CH:5]=[C:4]([NH:12][CH3:13])[N:3]=1. (5) Given the reactants [CH3:1][O:2][C:3]1[CH:8]=[CH:7][C:6]([NH:9][C:10](=[O:14])[CH:11]([CH3:13])[CH3:12])=[CH:5][C:4]=1[CH:15]1[CH2:20][CH2:19][NH:18][CH2:17][CH2:16]1.FC1C=CC(N[C:23](=O)[CH:34]([CH3:39])[CH3:35])=C[C:23]=1[CH:34]1[CH2:39]CNC[CH2:35]1.FC1C=CC(C2CCNCC2)=CC=1N[C:54](=[O:58])C(C)C.FC1C=CC(NC(=[O:71])CCC)=CC=1C1CCNCC1.FC1C=CC(C2CCNCC2)=CC=1NC(=O)CCC.COC1C=CC(NC(=O)CCC)=CC=1C1CCNCC1, predict the reaction product. The product is: [C:10]([NH:9][C:6]1[CH:7]=[CH:8][C:3]([O:2][CH3:1])=[C:4]([CH:15]2[CH2:20][CH2:19][N:18]([C:54]([O:58][C:34]([CH3:23])([CH3:35])[CH3:39])=[O:71])[CH2:17][CH2:16]2)[CH:5]=1)(=[O:14])[CH:11]([CH3:13])[CH3:12]. (6) Given the reactants [NH2:1][CH:2]1[CH2:7][CH2:6][N:5]([CH2:8][CH2:9][N:10]2[C:15]3[CH:16]=[CH:17][CH:18]=[CH:19][C:14]=3[O:13][CH2:12][C:11]2=[O:20])[CH2:4][CH2:3]1.[O:21]1[C:30]2[CH:29]=[C:28]([CH:31]=O)[N:27]=[CH:26][C:25]=2[O:24][CH2:23][CH2:22]1.C([BH3-])#N.[Na+], predict the reaction product. The product is: [O:21]1[C:30]2[CH:29]=[C:28]([CH2:31][NH:1][CH:2]3[CH2:7][CH2:6][N:5]([CH2:8][CH2:9][N:10]4[C:15]5[CH:16]=[CH:17][CH:18]=[CH:19][C:14]=5[O:13][CH2:12][C:11]4=[O:20])[CH2:4][CH2:3]3)[N:27]=[CH:26][C:25]=2[O:24][CH2:23][CH2:22]1. (7) Given the reactants [C:1]([C@:3]12[CH2:9][C@H:8]1[C@:7]([C:11]1[CH:16]=[C:15]([NH:17]C(=O)C(F)(F)F)[CH:14]=[C:13]([F:24])[C:12]=1[F:25])([CH3:10])[N:6]=[C:5]([NH:26]C(=O)C(F)(F)F)[S:4]2)#[N:2], predict the reaction product. The product is: [NH2:26][C:5]1[S:4][C@:3]2([C:1]#[N:2])[C@H:8]([C@:7]([C:11]3[CH:16]=[C:15]([NH2:17])[CH:14]=[C:13]([F:24])[C:12]=3[F:25])([CH3:10])[N:6]=1)[CH2:9]2. (8) Given the reactants [OH-].[Li+].[C:3]([S:7]([CH2:10][C@@H:11]([N:15]1[C@H:20]([C:21]2[CH:26]=[CH:25][C:24]([Cl:27])=[CH:23][CH:22]=2)[C@@H:19]([C:28]2[CH:33]=[CH:32][CH:31]=[C:30]([Cl:34])[CH:29]=2)[O:18][C@:17]([CH2:36][C:37]2[CH:46]=[CH:45][C:40]([C:41]([O:43]C)=[O:42])=[CH:39][N:38]=2)([CH3:35])[C:16]1=[O:47])[CH:12]1[CH2:14][CH2:13]1)(=[O:9])=[O:8])([CH3:6])([CH3:5])[CH3:4], predict the reaction product. The product is: [C:3]([S:7]([CH2:10][C@@H:11]([N:15]1[C@H:20]([C:21]2[CH:22]=[CH:23][C:24]([Cl:27])=[CH:25][CH:26]=2)[C@@H:19]([C:28]2[CH:33]=[CH:32][CH:31]=[C:30]([Cl:34])[CH:29]=2)[O:18][C@:17]([CH2:36][C:37]2[CH:46]=[CH:45][C:40]([C:41]([OH:43])=[O:42])=[CH:39][N:38]=2)([CH3:35])[C:16]1=[O:47])[CH:12]1[CH2:14][CH2:13]1)(=[O:8])=[O:9])([CH3:4])([CH3:5])[CH3:6]. (9) Given the reactants [Br:1][C:2]1[CH:3]=[CH:4][C:5]([NH:8][NH:9][C:10](=O)[CH:11]([C:13]2[N:14]=[N:15][C:16]([Cl:19])=[CH:17][CH:18]=2)[CH3:12])=[N:6][CH:7]=1.P(Cl)(Cl)(Cl)=O.C([O-])(O)=O.[Na+], predict the reaction product. The product is: [Br:1][C:2]1[CH:3]=[CH:4][C:5]2[N:6]([C:10]([CH:11]([C:13]3[N:14]=[N:15][C:16]([Cl:19])=[CH:17][CH:18]=3)[CH3:12])=[N:9][N:8]=2)[CH:7]=1. (10) Given the reactants COC1C=C([C:11]([C@@H:13]2[C@:22]3(C)[C@H](C(C)(C)CCC3)C[C@H:15]([CH2:26][NH2:27])[C@H:14]2C)=[O:12])C=C(OC)C=1.C(O)(=O)C1C=CC=[N:32]C=1.C1(N=C=NC2CCCCC2)CCCCC1, predict the reaction product. The product is: [N:27]1[CH:26]=[CH:15][CH:14]=[C:13]([C:11]([NH2:32])=[O:12])[CH:22]=1.